This data is from Cav3 T-type calcium channel HTS with 100,875 compounds. The task is: Binary Classification. Given a drug SMILES string, predict its activity (active/inactive) in a high-throughput screening assay against a specified biological target. The compound is FC(F)(F)c1c(NC(=O)c2[nH]o\c(c2)=C2/C=CC(=O)C=C2)cccc1. The result is 0 (inactive).